This data is from Forward reaction prediction with 1.9M reactions from USPTO patents (1976-2016). The task is: Predict the product of the given reaction. (1) Given the reactants [NH2:1][C:2]1[CH:3]=[C:4]([CH:8]=[C:9](Br)[CH:10]=1)[C:5]([OH:7])=[O:6].[O:12]1[CH:16]=[CH:15][C:14](B(O)O)=[CH:13]1.C(=O)([O-])[O-].[K+].[K+].Cl, predict the reaction product. The product is: [NH2:1][C:2]1[CH:3]=[C:4]([CH:8]=[C:9]([C:14]2[CH:15]=[CH:16][O:12][CH:13]=2)[CH:10]=1)[C:5]([OH:7])=[O:6]. (2) Given the reactants [CH3:1][O:2][C:3](=[O:12])[C:4]1[CH:9]=[CH:8][CH:7]=[C:6]([NH2:10])[C:5]=1[NH2:11].[N:13]([O-])=O.[Na+], predict the reaction product. The product is: [CH3:1][O:2][C:3]([C:4]1[C:5]2[N:11]=[N:13][NH:10][C:6]=2[CH:7]=[CH:8][CH:9]=1)=[O:12]. (3) Given the reactants [N:1]1[C:10]2[C:5](=[CH:6][C:7]([CH2:11][C:12]3[N:16]4[N:17]=[C:18]([C:21](=O)[CH3:22])[CH:19]=[CH:20][C:15]4=[N:14][N:13]=3)=[CH:8][CH:9]=2)[CH:4]=[CH:3][CH:2]=1.Cl.[NH:25]([C:27]([NH2:29])=[O:28])[NH2:26], predict the reaction product. The product is: [N:1]1[C:10]2[C:5](=[CH:6][C:7]([CH2:11][C:12]3[N:16]4[N:17]=[C:18](/[C:21](=[N:26]/[NH:25][C:27]([NH2:29])=[O:28])/[CH3:22])[CH:19]=[CH:20][C:15]4=[N:14][N:13]=3)=[CH:8][CH:9]=2)[CH:4]=[CH:3][CH:2]=1. (4) Given the reactants [CH3:1][C:2]1[NH:3][C:4](=O)[C:5]2[C:10]3[CH2:11][CH2:12][CH2:13][CH2:14][C:9]=3[O:8][C:6]=2[N:7]=1.O=P(Cl)(Cl)[Cl:18].C(Cl)(Cl)Cl.CCCCCC, predict the reaction product. The product is: [Cl:18][C:4]1[C:5]2[C:10]3[CH2:11][CH2:12][CH2:13][CH2:14][C:9]=3[O:8][C:6]=2[N:7]=[C:2]([CH3:1])[N:3]=1. (5) Given the reactants Cl[C:2]1[C:3]2[C:10]([I:11])=[C:9]([C:12]#[C:13][CH3:14])[S:8][C:4]=2[N:5]=[CH:6][N:7]=1.[OH:15][C@H:16]([CH2:22][C:23]1[CH:28]=[CH:27][CH:26]=[CH:25][C:24]=1[O:29][CH3:30])[C:17]([O:19][CH2:20][CH3:21])=[O:18].C([O-])([O-])=O.[Cs+].[Cs+].C(O)(C)(C)C, predict the reaction product. The product is: [I:11][C:10]1[C:3]2[C:2]([O:15][C@H:16]([CH2:22][C:23]3[CH:28]=[CH:27][CH:26]=[CH:25][C:24]=3[O:29][CH3:30])[C:17]([O:19][CH2:20][CH3:21])=[O:18])=[N:7][CH:6]=[N:5][C:4]=2[S:8][C:9]=1[C:12]#[C:13][CH3:14].